This data is from Full USPTO retrosynthesis dataset with 1.9M reactions from patents (1976-2016). The task is: Predict the reactants needed to synthesize the given product. The reactants are: [Cl:1][C:2]1[CH:7]=[CH:6][C:5]([NH:8][C:9]([CH:11]2[CH2:16][N:15]([C:17](=[O:29])[C:18]3[CH:23]=[CH:22][CH:21]=[C:20]([C:24]4[O:25][CH:26]=[CH:27][CH:28]=4)[CH:19]=3)[CH2:14][CH2:13][NH:12]2)=[O:10])=[CH:4][CH:3]=1.[C:30](OC(=O)C)(=[O:32])[CH3:31]. Given the product [C:30]([N:12]1[CH2:13][CH2:14][N:15]([C:17](=[O:29])[C:18]2[CH:23]=[CH:22][CH:21]=[C:20]([C:24]3[O:25][CH:26]=[CH:27][CH:28]=3)[CH:19]=2)[CH2:16][CH:11]1[C:9]([NH:8][C:5]1[CH:6]=[CH:7][C:2]([Cl:1])=[CH:3][CH:4]=1)=[O:10])(=[O:32])[CH3:31], predict the reactants needed to synthesize it.